Dataset: Reaction yield outcomes from USPTO patents with 853,638 reactions. Task: Predict the reaction yield, written as a fraction of the theoretical maximum amount of product (1.0 means a 100% yield; for example, 0.34 means a 34% yield). (1) The reactants are [Br:1][C:2]1[CH:10]=[C:9]2[C:5]([CH2:6][C:7]3([CH2:16][CH2:15][C:14]([F:18])([F:17])[CH2:13][CH2:12]3)[C:8]2=[NH:11])=[CH:4][CH:3]=1.O=[C:20]([CH3:24])[C:21](=[S:23])[NH2:22]. The catalyst is CO. The product is [Br:1][C:2]1[CH:10]=[C:9]2[C:5]([CH2:6][C:7]3([C:8]42[NH:22][C:21](=[S:23])[C:20]([CH3:24])=[N:11]4)[CH2:12][CH2:13][C:14]([F:17])([F:18])[CH2:15][CH2:16]3)=[CH:4][CH:3]=1. The yield is 0.730. (2) The reactants are [NH2:1][C:2]1[O:6][N:5]=[C:4]([CH3:7])[C:3]=1[Br:8].[CH2:9]([C:17]1[CH:18]=[C:19]([S:22](Cl)(=[O:24])=[O:23])[S:20][CH:21]=1)[CH2:10][C:11]1[CH:16]=[CH:15][CH:14]=[CH:13][CH:12]=1. No catalyst specified. The product is [Br:8][C:3]1[C:4]([CH3:7])=[N:5][O:6][C:2]=1[NH:1][S:22]([C:19]1[S:20][CH:21]=[C:17]([CH2:9][CH2:10][C:11]2[CH:16]=[CH:15][CH:14]=[CH:13][CH:12]=2)[CH:18]=1)(=[O:23])=[O:24]. The yield is 0.320.